This data is from Full USPTO retrosynthesis dataset with 1.9M reactions from patents (1976-2016). The task is: Predict the reactants needed to synthesize the given product. Given the product [F:18][C:13]1[CH:12]=[C:11]([N:7]2[CH2:6][C@H:5]([CH2:4][N:1]3[CH:24]=[C:23]([Si:20]([CH3:22])([CH3:21])[CH3:19])[N:3]=[N:2]3)[O:9][C:8]2=[O:10])[CH:16]=[CH:15][C:14]=1[I:17], predict the reactants needed to synthesize it. The reactants are: [N:1]([CH2:4][C@@H:5]1[O:9][C:8](=[O:10])[N:7]([C:11]2[CH:16]=[CH:15][C:14]([I:17])=[C:13]([F:18])[CH:12]=2)[CH2:6]1)=[N+:2]=[N-:3].[CH3:19][Si:20]([C:23]#[CH:24])([CH3:22])[CH3:21].